Dataset: Full USPTO retrosynthesis dataset with 1.9M reactions from patents (1976-2016). Task: Predict the reactants needed to synthesize the given product. (1) Given the product [Cl:1][C:2]1[C:12]([CH:18]=[CH2:19])=[CH:11][CH:10]=[C:9]([Si:14]([CH3:17])([CH3:16])[CH3:15])[C:3]=1[C:4]([NH:6][CH2:7][CH3:8])=[O:5], predict the reactants needed to synthesize it. The reactants are: [Cl:1][C:2]1[C:12](I)=[CH:11][CH:10]=[C:9]([Si:14]([CH3:17])([CH3:16])[CH3:15])[C:3]=1[C:4]([NH:6][CH2:7][CH3:8])=[O:5].[CH:18]([Sn](CCCC)(CCCC)CCCC)=[CH2:19]. (2) Given the product [CH3:1][O:2][C:3]1[CH:4]=[CH:5][C:6]2[S:10][C:9]([B:21]([OH:22])[OH:20])=[CH:8][C:7]=2[CH:11]=1, predict the reactants needed to synthesize it. The reactants are: [CH3:1][O:2][C:3]1[CH:4]=[CH:5][C:6]2[S:10][CH:9]=[CH:8][C:7]=2[CH:11]=1.C([Li])CCC.C([O:20][B:21](OC(C)C)[O:22]C(C)C)(C)C. (3) Given the product [N:30]1[CH:29]=[CH:34][CH:33]=[C:32]([C:16]2[C:10]3[CH2:9][N:8]([C:6]([O:5][C:1]([CH3:4])([CH3:3])[CH3:2])=[O:7])[CH2:13][CH2:12][C:11]=3[N:14]([CH2:20][O:21][CH2:22][CH2:23][Si:24]([CH3:27])([CH3:26])[CH3:25])[N:15]=2)[N:31]=1, predict the reactants needed to synthesize it. The reactants are: [C:1]([O:5][C:6]([N:8]1[CH2:13][CH2:12][C:11]2[N:14]([CH2:20][O:21][CH2:22][CH2:23][Si:24]([CH3:27])([CH3:26])[CH3:25])[N:15]=[C:16](B(O)O)[C:10]=2[CH2:9]1)=[O:7])([CH3:4])([CH3:3])[CH3:2].Cl[C:29]1[N:30]=[N:31][CH:32]=[CH:33][CH:34]=1.CC(C1C=C(C(C)C)C(C2C=CC=CC=2P(C2CCCCC2)C2CCCCC2)=C(C(C)C)C=1)C.C([O-])([O-])=O.[Na+].[Na+].